From a dataset of Catalyst prediction with 721,799 reactions and 888 catalyst types from USPTO. Predict which catalyst facilitates the given reaction. (1) Reactant: [CH3:1]C([O-])(C)C.[K+].[I:7][C:8]1[C:9]([CH:17]=O)=[CH:10][C:11]2[O:15][CH2:14][O:13][C:12]=2[CH:16]=1. Product: [I:7][C:8]1[C:9]([CH:17]=[CH2:1])=[CH:10][C:11]2[O:15][CH2:14][O:13][C:12]=2[CH:16]=1. The catalyst class is: 1. (2) Reactant: [Li]CCCC.[CH3:6][O:7][C:8]1[CH:17]=[CH:16][C:15]2[C:10](=[CH:11][CH:12]=[C:13](Br)[CH:14]=2)[CH:9]=1.[CH3:19][C:20](=[O:25])[CH2:21][CH2:22][CH2:23][CH3:24]. Product: [CH3:6][O:7][C:8]1[CH:17]=[CH:16][C:15]2[C:10](=[CH:11][CH:12]=[C:13]([C:20]([OH:25])([CH3:19])[CH2:21][CH2:22][CH2:23][CH3:24])[CH:14]=2)[CH:9]=1. The catalyst class is: 1. (3) Reactant: [C:1]([O:5][C:6](=[O:15])[NH:7][CH2:8][C:9]1[S:10][CH:11]=[C:12](Br)[CH:13]=1)([CH3:4])([CH3:3])[CH3:2].C[Li].C([Li])CCC.[CH2:23]([Sn:27](Cl)([CH2:32][CH2:33][CH2:34][CH3:35])[CH2:28][CH2:29][CH2:30][CH3:31])[CH2:24][CH2:25][CH3:26]. Product: [CH2:32]([Sn:27]([CH2:23][CH2:24][CH2:25][CH3:26])([CH2:28][CH2:29][CH2:30][CH3:31])[C:12]1[CH:13]=[C:9]([CH2:8][NH:7][C:6](=[O:15])[O:5][C:1]([CH3:4])([CH3:3])[CH3:2])[S:10][CH:11]=1)[CH2:33][CH2:34][CH3:35]. The catalyst class is: 27. (4) Reactant: C(OC([N:8](C(OC(C)(C)C)=O)[C:9]1[C:17]2[C:12](=[CH:13][CH:14]=[C:15]([C:18]3[CH:19]=[N:20][N:21]([CH2:23][C:24]#[N:25])[CH:22]=3)[CH:16]=2)[N:11](C(OC(C)(C)C)=O)[N:10]=1)=O)(C)(C)C.FC(F)(F)C(O)=O. Product: [NH2:8][C:9]1[C:17]2[C:12](=[CH:13][CH:14]=[C:15]([C:18]3[CH:19]=[N:20][N:21]([CH2:23][C:24]#[N:25])[CH:22]=3)[CH:16]=2)[NH:11][N:10]=1. The catalyst class is: 4. (5) Reactant: C([O:5][C:6](=[O:41])[CH2:7][CH2:8][CH2:9][O:10][C:11]1[CH:16]=[C:15]([Cl:17])[C:14]([C:18]2[CH:19]=[N:20][C:21]([C:26]([F:29])([F:28])[F:27])=[CH:22][C:23]=2[C:24]#[N:25])=[CH:13][C:12]=1[C:30](=[O:40])[N:31]([CH3:39])[C:32]1[CH:37]=[CH:36][CH:35]=[CH:34][C:33]=1[CH3:38])(C)(C)C. Product: [Cl:17][C:15]1[C:14]([C:18]2[CH:19]=[N:20][C:21]([C:26]([F:29])([F:27])[F:28])=[CH:22][C:23]=2[C:24]#[N:25])=[CH:13][C:12]([C:30](=[O:40])[N:31]([CH3:39])[C:32]2[CH:37]=[CH:36][CH:35]=[CH:34][C:33]=2[CH3:38])=[C:11]([CH:16]=1)[O:10][CH2:9][CH2:8][CH2:7][C:6]([OH:41])=[O:5]. The catalyst class is: 617. (6) The catalyst class is: 68. Reactant: ClC(OC(Cl)C)=O.C([N:15]1[CH2:20][CH2:19][CH:18]([NH:21][C:22](=[O:32])[CH2:23][O:24][C:25]2[CH:30]=[CH:29][CH:28]=[C:27]([Cl:31])[CH:26]=2)[CH2:17][CH2:16]1)C1C=CC=CC=1. Product: [Cl:31][C:27]1[CH:26]=[C:25]([CH:30]=[CH:29][CH:28]=1)[O:24][CH2:23][C:22]([NH:21][CH:18]1[CH2:19][CH2:20][NH:15][CH2:16][CH2:17]1)=[O:32]. (7) Reactant: [Cl:1][C:2]1[C:3]([N:13]2[CH2:18][CH2:17][CH:16]([C:19]([OH:21])=O)[CH2:15][CH2:14]2)=[N:4][CH:5]=[C:6]([C:8]([O:10][CH2:11][CH3:12])=[O:9])[CH:7]=1.CCN=C=NCCCN(C)C.C1C=CC2N(O)N=NC=2C=1.[Cl:43][C:44]1[S:48][C:47]([S:49]([NH2:52])(=[O:51])=[O:50])=[CH:46][CH:45]=1.CCN(C(C)C)C(C)C. Product: [Cl:1][C:2]1[C:3]([N:13]2[CH2:14][CH2:15][CH:16]([C:19]([NH:52][S:49]([C:47]3[S:48][C:44]([Cl:43])=[CH:45][CH:46]=3)(=[O:51])=[O:50])=[O:21])[CH2:17][CH2:18]2)=[N:4][CH:5]=[C:6]([CH:7]=1)[C:8]([O:10][CH2:11][CH3:12])=[O:9]. The catalyst class is: 585. (8) Reactant: [Si:1]([O:8][C:9]1[CH:14]=[CH:13][C:12](/[CH:15]=[CH:16]/[C:17](=[O:26])[CH:18]([CH3:25])[C:19](=[O:24])[C:20]([CH3:23])([CH3:22])[CH3:21])=[CH:11][C:10]=1[O:27][CH3:28])([C:4]([CH3:7])([CH3:6])[CH3:5])([CH3:3])[CH3:2].[H-].[Na+].[CH3:31]I.O. Product: [Si:1]([O:8][C:9]1[CH:14]=[CH:13][C:12](/[CH:15]=[CH:16]/[C:17](=[O:26])[C:18]([CH3:31])([CH3:25])[C:19](=[O:24])[C:20]([CH3:21])([CH3:23])[CH3:22])=[CH:11][C:10]=1[O:27][CH3:28])([C:4]([CH3:7])([CH3:6])[CH3:5])([CH3:2])[CH3:3]. The catalyst class is: 76. (9) The catalyst class is: 12. Product: [CH2:7]([N:14]1[CH2:19][CH2:18][N:17]([C:20]2[N:21]=[C:22]([NH:34][C:33]3[CH:35]=[CH:36][C:37]([Cl:38])=[C:31]([Cl:30])[CH:32]=3)[CH:23]=[C:24]([N:26]([CH3:28])[CH3:27])[N:25]=2)[CH2:16][CH2:15]1)[C:8]1[CH:13]=[CH:12][CH:11]=[CH:10][CH:9]=1. Reactant: CC(C)([O-])C.[K+].[CH2:7]([N:14]1[CH2:19][CH2:18][N:17]([C:20]2[N:25]=[C:24]([N:26]([CH3:28])[CH3:27])[CH:23]=[C:22](Cl)[N:21]=2)[CH2:16][CH2:15]1)[C:8]1[CH:13]=[CH:12][CH:11]=[CH:10][CH:9]=1.[Cl:30][C:31]1[CH:32]=[C:33]([CH:35]=[CH:36][C:37]=1[Cl:38])[NH2:34].C1(P(C2C=CC=CC=2)C2C=CC3C(=CC=CC=3)C=2C2C3C(=CC=CC=3)C=CC=2P(C2C=CC=CC=2)C2C=CC=CC=2)C=CC=CC=1. (10) Reactant: [CH3:1][C:2]1[N:7]=[CH:6][C:5]([CH2:8][O:9][C:10]2[CH:15]=[CH:14][N:13]([C:16]3[CH:21]=[CH:20][C:19]4[C:22]5[CH2:23][N:24](C(OC(C)(C)C)=O)[CH2:25][CH2:26][C:27]=5[O:28][C:18]=4[CH:17]=3)[C:12](=[O:36])[CH:11]=2)=[CH:4][CH:3]=1.Cl. Product: [CH3:1][C:2]1[N:7]=[CH:6][C:5]([CH2:8][O:9][C:10]2[CH:15]=[CH:14][N:13]([C:16]3[CH:21]=[CH:20][C:19]4[C:22]5[CH2:23][NH:24][CH2:25][CH2:26][C:27]=5[O:28][C:18]=4[CH:17]=3)[C:12](=[O:36])[CH:11]=2)=[CH:4][CH:3]=1. The catalyst class is: 275.